From a dataset of Full USPTO retrosynthesis dataset with 1.9M reactions from patents (1976-2016). Predict the reactants needed to synthesize the given product. (1) The reactants are: [O:1]1[CH:5]=[CH:4][CH:3]=[C:2]1[C:6]1[CH:15]=[C:14]([C:16]([NH:18][C:19]2[CH:20]=[N:21][CH:22]=[CH:23][CH:24]=2)=[O:17])[C:13]2[C:8](=[CH:9][CH:10]=[C:11](C3C=CC=CC=3)[CH:12]=2)[N:7]=1.[Li]CCCC.C([O:39][B:40](OC(C)C)[O:41]C(C)C)(C)C.CO.ClCCl. Given the product [O:1]1[CH:5]=[CH:4][CH:3]=[C:2]1[C:6]1[CH:15]=[C:14]([C:16](=[O:17])[NH:18][C:19]2[CH:20]=[N:21][CH:22]=[CH:23][CH:24]=2)[C:13]2[C:8](=[CH:9][CH:10]=[C:11]([B:40]([OH:41])[OH:39])[CH:12]=2)[N:7]=1, predict the reactants needed to synthesize it. (2) Given the product [CH2:6]([C:8]1[CH:9]=[CH:10][C:11]([C:14]2[CH:19]=[CH:18][C:17]([C:20]3[Se:21][C:22]([CH:26]=[O:27])=[CH:23][CH:24]=3)=[C:16]([F:25])[CH:15]=2)=[CH:12][CH:13]=1)[CH3:7], predict the reactants needed to synthesize it. The reactants are: [Li]CCCC.[CH2:6]([C:8]1[CH:13]=[CH:12][C:11]([C:14]2[CH:19]=[CH:18][C:17]([C:20]3[Se:21][CH:22]=[CH:23][CH:24]=3)=[C:16]([F:25])[CH:15]=2)=[CH:10][CH:9]=1)[CH3:7].[CH:26](N1CCOCC1)=[O:27]. (3) Given the product [CH3:1][O:2][C:3]([C:4]1[CH:9]=[CH:8][C:7]2[N:10]([CH2:11][CH3:12])[C:29]([NH:24][C:22]3[S:23][C:19]4[CH:18]=[C:17]([C:16]([F:15])([F:27])[F:28])[CH:26]=[CH:25][C:20]=4[N:21]=3)=[N:13][C:6]=2[CH:5]=1)=[O:14], predict the reactants needed to synthesize it. The reactants are: [CH3:1][O:2][C:3](=[O:14])[C:4]1[CH:9]=[CH:8][C:7]([NH:10][CH2:11][CH3:12])=[C:6]([NH2:13])[CH:5]=1.[F:15][C:16]([F:28])([F:27])[C:17]1[CH:26]=[CH:25][C:20]2[N:21]=[C:22]([NH2:24])[S:23][C:19]=2[CH:18]=1.[C:29](N1C=CN=C1)(N1C=CN=C1)=S.C(Cl)CCl. (4) Given the product [OH:1][B:2]1[C:6]2[CH:7]=[CH:8][C:9]([O:11][C:12]3[CH:20]=[CH:19][C:15]([C:16]([NH2:23])=[O:17])=[CH:14][CH:13]=3)=[CH:10][C:5]=2[CH2:4][O:3]1, predict the reactants needed to synthesize it. The reactants are: [OH:1][B:2]1[C:6]2[CH:7]=[CH:8][C:9]([O:11][C:12]3[CH:20]=[CH:19][C:15]([C:16](O)=[O:17])=[CH:14][CH:13]=3)=[CH:10][C:5]=2[CH2:4][O:3]1.C1N=C[N:23](C(N2C=NC=C2)=O)C=1.C(=O)([O-])[O-].[NH4+].[NH4+].O. (5) Given the product [N:33]12[CH2:40][CH2:39][CH:36]([CH2:37][CH2:38]1)[CH:35]([O:41][C:22](=[O:23])[NH:21][C:18]1([C:15]3[CH:14]=[CH:13][C:12]([C:9]4[CH:10]=[CH:11][C:6]([O:5][CH2:4][CH2:3][O:2][CH3:1])=[CH:7][CH:8]=4)=[CH:17][CH:16]=3)[CH2:19][CH2:20]1)[CH2:34]2, predict the reactants needed to synthesize it. The reactants are: [CH3:1][O:2][CH2:3][CH2:4][O:5][C:6]1[CH:11]=[CH:10][C:9]([C:12]2[CH:17]=[CH:16][C:15]([C:18]3([NH:21][C:22](NC4C5CCN(CC5)C4)=[O:23])[CH2:20][CH2:19]3)=[CH:14][CH:13]=2)=[CH:8][CH:7]=1.[N:33]12[CH2:40][CH2:39][CH:36]([CH2:37][CH2:38]1)[CH:35]([OH:41])[CH2:34]2.